Dataset: Full USPTO retrosynthesis dataset with 1.9M reactions from patents (1976-2016). Task: Predict the reactants needed to synthesize the given product. (1) Given the product [C:17]([O:21][C:22]([N:24]([C@@H:26]1[CH2:30][CH2:29][N:28]([S:12]([C:7]2[C:6]3[C:5]([Cl:16])=[CH:4][N:3]=[C:2]([Cl:1])[C:11]=3[CH:10]=[CH:9][CH:8]=2)(=[O:14])=[O:13])[CH2:27]1)[CH3:25])=[O:23])([CH3:20])([CH3:18])[CH3:19].[OH:43][C:2]1[C:11]2[CH:10]=[CH:9][CH:8]=[C:7]([S:12]([N:28]3[CH2:29][CH2:30][C@@H:26]([NH:24][CH3:22])[CH2:27]3)(=[O:14])=[O:13])[C:6]=2[C:5]([Cl:16])=[CH:4][N:3]=1.[ClH:31], predict the reactants needed to synthesize it. The reactants are: [Cl:1][C:2]1[C:11]2[CH:10]=[CH:9][CH:8]=[C:7]([S:12](Cl)(=[O:14])=[O:13])[C:6]=2[C:5]([Cl:16])=[CH:4][N:3]=1.[C:17]([O:21][C:22]([N:24]([C@@H:26]1[CH2:30][CH2:29][NH:28][CH2:27]1)[CH3:25])=[O:23])([CH3:20])([CH3:19])[CH3:18].[Cl:31]C1C2C=CC=C(S(Cl)(=O)=[O:43])C=2C(Br)=CN=1. (2) Given the product [C:1]([C:3]1[CH:12]=[CH:11][C:10]2[C:5](=[CH:6][C:7]([C:19]3[N:24]=[N:23][C:22]([N:25]4[CH2:30][CH2:29][N:28]([C:31]([O:33][C:34]([CH3:37])([CH3:36])[CH3:35])=[O:32])[CH2:27][CH2:26]4)=[CH:21][CH:20]=3)=[C:8]([O:13][CH3:14])[CH:9]=2)[N:4]=1)#[N:2], predict the reactants needed to synthesize it. The reactants are: [C:1]([C:3]1[CH:12]=[CH:11][C:10]2[C:5](=[CH:6][C:7](B(O)O)=[C:8]([O:13][CH3:14])[CH:9]=2)[N:4]=1)#[N:2].Cl[C:19]1[N:24]=[N:23][C:22]([N:25]2[CH2:30][CH2:29][N:28]([C:31]([O:33][C:34]([CH3:37])([CH3:36])[CH3:35])=[O:32])[CH2:27][CH2:26]2)=[CH:21][CH:20]=1. (3) Given the product [NH2:30][C:31]1[C:36]([F:37])=[C:35]([C:3]2[C:2]([F:1])=[C:10]3[C:6]([CH:7]=[CH:8][N:9]3[Si:11]([CH:15]([CH3:17])[CH3:16])([CH:12]([CH3:13])[CH3:14])[CH:18]([CH3:20])[CH3:19])=[CH:5][CH:4]=2)[N:34]=[C:33]([C:39]([O:41][CH3:42])=[O:40])[C:32]=1[Cl:43], predict the reactants needed to synthesize it. The reactants are: [F:1][C:2]1[C:3](B2OC(C)(C)C(C)(C)O2)=[CH:4][CH:5]=[C:6]2[C:10]=1[N:9]([Si:11]([CH:18]([CH3:20])[CH3:19])([CH:15]([CH3:17])[CH3:16])[CH:12]([CH3:14])[CH3:13])[CH:8]=[CH:7]2.[NH2:30][C:31]1[C:36]([F:37])=[C:35](Cl)[N:34]=[C:33]([C:39]([O:41][CH3:42])=[O:40])[C:32]=1[Cl:43].C(=O)([O-])[O-].[Na+].[Na+].C(#N)C.O. (4) Given the product [Br:13][C:14]1[C:23]([O:24][CH:27]2[CH2:32][CH2:31][N:30]([C:33]([O:35][C:36]([CH3:39])([CH3:38])[CH3:37])=[O:34])[CH2:29][CH2:28]2)=[C:22]2[C:17]([CH:18]=[N:19][C:20]([Cl:25])=[N:21]2)=[CH:16][CH:15]=1, predict the reactants needed to synthesize it. The reactants are: CCOC(/N=N/C(OCC)=O)=O.[Br:13][C:14]1[C:23]([OH:24])=[C:22]2[C:17]([CH:18]=[N:19][C:20]([Cl:25])=[N:21]2)=[CH:16][CH:15]=1.O[CH:27]1[CH2:32][CH2:31][N:30]([C:33]([O:35][C:36]([CH3:39])([CH3:38])[CH3:37])=[O:34])[CH2:29][CH2:28]1.C1C=CC(P(C2C=CC=CC=2)C2C=CC=CC=2)=CC=1.